This data is from Catalyst prediction with 721,799 reactions and 888 catalyst types from USPTO. The task is: Predict which catalyst facilitates the given reaction. (1) Reactant: Br[C:2]1[CH:3]=[C:4]([C@@:9]([NH:31][C:32](=[O:44])[C:33]2[CH:38]=[CH:37][C:36]([F:39])=[C:35]([C:40]([F:43])([F:42])[F:41])[CH:34]=2)([C:17]2[CH:22]=[C:21]([O:23][C:24]([F:29])([F:28])[CH:25]([F:27])[F:26])[CH:20]=[C:19]([F:30])[CH:18]=2)[CH2:10][C:11]2[CH:16]=[CH:15][CH:14]=[CH:13][CH:12]=2)[CH:5]=[CH:6][C:7]=1[F:8].[CH:45]1(B(O)O)[CH2:47][CH2:46]1.C1(P(C2CCCCC2)C2CCCCC2)CCCCC1.[O-]P([O-])([O-])=O.[K+].[K+].[K+]. The catalyst class is: 164. Product: [CH:45]1([C:2]2[CH:3]=[C:4]([C@@:9]([NH:31][C:32](=[O:44])[C:33]3[CH:38]=[CH:37][C:36]([F:39])=[C:35]([C:40]([F:42])([F:41])[F:43])[CH:34]=3)([C:17]3[CH:22]=[C:21]([O:23][C:24]([F:28])([F:29])[CH:25]([F:26])[F:27])[CH:20]=[C:19]([F:30])[CH:18]=3)[CH2:10][C:11]3[CH:16]=[CH:15][CH:14]=[CH:13][CH:12]=3)[CH:5]=[CH:6][C:7]=2[F:8])[CH2:47][CH2:46]1. (2) Reactant: [Cl:1][C:2]1[N:7]=[C:6](Cl)[CH:5]=[CH:4][N:3]=1.C(=O)([O-])[O-].[K+].[K+].[Br:15][C:16]1[N:17]=[CH:18][NH:19][CH:20]=1.O. Product: [Br:15][C:16]1[N:17]=[CH:18][N:19]([C:6]2[CH:5]=[CH:4][N:3]=[C:2]([Cl:1])[N:7]=2)[CH:20]=1. The catalyst class is: 3. (3) Reactant: [CH3:1][C@@H:2]1[CH2:6][CH2:5][CH2:4][N:3]1[CH2:7][CH2:8][C:9]1[O:10][C:11]2[CH:17]=[CH:16][C:15]([C:18]3[CH:19]=[C:20]([CH:24]=[CH:25][CH:26]=3)C(O)=O)=[CH:14][C:12]=2[CH:13]=1.C(Cl)(=O)[C:28](Cl)=[O:29].[CH3:33][N:34](C)[CH:35]=[O:36].Cl.CNOC. Product: [CH3:28][O:29][N:34]([CH3:33])[C:35](=[O:36])[C:25]1[CH:24]=[CH:20][CH:19]=[C:18]([C:15]2[CH:16]=[CH:17][C:11]3[O:10][C:9]([CH2:8][CH2:7][N:3]4[CH2:4][CH2:5][CH2:6][C@H:2]4[CH3:1])=[CH:13][C:12]=3[CH:14]=2)[CH:26]=1. The catalyst class is: 202. (4) Reactant: [I:1][C:2]1[CH:3]=[C:4]2[C:8](=[CH:9][CH:10]=1)[NH:7][C:6](=[O:11])[C:5]2=O.[I:13][C:14]1[CH:25]=[CH:24][C:17]([O:18][CH2:19][C:20]([NH:22][NH2:23])=[O:21])=[CH:16][CH:15]=1. Product: [I:1][C:2]1[CH:3]=[C:4]2[C:8](=[CH:9][CH:10]=1)[NH:7][C:6](=[O:11])[C:5]2=[N:23][NH:22][C:20](=[O:21])[CH2:19][O:18][C:17]1[CH:24]=[CH:25][C:14]([I:13])=[CH:15][CH:16]=1. The catalyst class is: 15. (5) Reactant: [Si]([O:8][CH2:9][C:10]([C:13]1[S:14][C:15]([C:18]2[CH:23]=[C:22]([F:24])[CH:21]=[C:20]([NH:25][C:26]3[N:31]=[C:30]([CH:32]4[CH2:34][CH2:33]4)[C:29]([F:35])=[CH:28][N:27]=3)[CH:19]=2)=[CH:16][N:17]=1)([OH:12])[CH3:11])(C(C)(C)C)(C)C.Cl. The catalyst class is: 5. Product: [CH:32]1([C:30]2[C:29]([F:35])=[CH:28][N:27]=[C:26]([NH:25][C:20]3[CH:19]=[C:18]([C:15]4[S:14][C:13]([C:10]([OH:12])([CH3:11])[CH2:9][OH:8])=[N:17][CH:16]=4)[CH:23]=[C:22]([F:24])[CH:21]=3)[N:31]=2)[CH2:33][CH2:34]1. (6) Reactant: [C:1](Cl)(=O)[C:2]([Cl:4])=[O:3].[N+:7]([C:10]1[CH:11]=C([CH:16]=[CH:17][CH:18]=1)C(O)=O)([O-:9])=[O:8].CN(C=O)C. Product: [N+:7]([C:10]1[CH:11]=[C:1]([CH:16]=[CH:17][CH:18]=1)[C:2]([Cl:4])=[O:3])([O-:9])=[O:8]. The catalyst class is: 2.